From a dataset of Reaction yield outcomes from USPTO patents with 853,638 reactions. Predict the reaction yield, written as a fraction of the theoretical maximum amount of product (1.0 means a 100% yield; for example, 0.34 means a 34% yield). (1) The reactants are [O:1]1[CH2:5][CH2:4][O:3][CH:2]1[C:6]1[CH:7]=[CH:8][C:9]2[O:13][CH:12]=[CH:11][C:10]=2[CH:14]=1.C([Li])CCC.C([C:22]([O:24][CH3:25])=[O:23])#N.O. The product is [CH3:25][O:24][C:22]([C:12]1[O:13][C:9]2[CH:8]=[CH:7][C:6]([CH:2]3[O:3][CH2:4][CH2:5][O:1]3)=[CH:14][C:10]=2[CH:11]=1)=[O:23]. The catalyst is C1COCC1.C(OCC)(=O)C. The yield is 0.440. (2) The reactants are [C:1]1([CH:8]=[CH:7][C:5]([OH:6])=[CH:4][CH:3]=1)[OH:2].Br[CH2:10][CH:11]([CH2:16][CH3:17])[CH2:12][CH2:13][CH2:14][CH3:15].[OH-].[K+].[CH2:20]([CH:22]([CH2:25][CH2:26][CH2:27][CH3:28])[CH2:23]O)[CH3:21]. The catalyst is O. The product is [CH2:16]([CH:11]([CH2:12][CH2:13][CH2:14][CH3:15])[CH2:10][O:2][C:1]1[CH:8]=[CH:7][C:5]([O:6][CH2:23][CH:22]([CH2:20][CH3:21])[CH2:25][CH2:26][CH2:27][CH3:28])=[CH:4][CH:3]=1)[CH3:17]. The yield is 0.420.